From a dataset of Reaction yield outcomes from USPTO patents with 853,638 reactions. Predict the reaction yield, written as a fraction of the theoretical maximum amount of product (1.0 means a 100% yield; for example, 0.34 means a 34% yield). (1) The reactants are C([Li])CCC.[CH3:6][C:7]1([C:15]2[CH:19]=[CH:18][S:17][CH:16]=2)[O:12][CH2:11][C:10]([CH3:14])([CH3:13])[CH2:9][O:8]1.[S:20](=[O:22])=[O:21].C([O-])(=O)C.[Na+].[NH2:28]OS(O)(=O)=O. The catalyst is CCCCCC.C(OCC)(=O)C.O. The product is [CH3:6][C:7]1([C:15]2[CH:19]=[CH:18][S:17][C:16]=2[S:20]([NH2:28])(=[O:22])=[O:21])[O:8][CH2:9][C:10]([CH3:13])([CH3:14])[CH2:11][O:12]1. The yield is 0.610. (2) The reactants are [OH:1][C:2]1[CH:3]=[C:4]([CH:7]=[CH:8][CH:9]=1)[CH:5]=[O:6].CO.C[O-].[Na+].[F:15][C:16]([F:30])([F:29])[CH2:17]OS(C1C=CC(C)=CC=1)(=O)=O. The catalyst is CCCCCC.C1(C)C=CC=CC=1.C(OCC)(=O)C. The product is [F:15][C:16]([F:30])([F:29])[CH2:17][O:1][C:2]1[CH:3]=[C:4]([CH:7]=[CH:8][CH:9]=1)[CH:5]=[O:6]. The yield is 0.260. (3) The reactants are [C:1]1([C@@H:7]([NH:9][C:10]2[N:15]=[C:14]([N:16]3[C:20]4[CH:21]=[CH:22][C:23]([NH2:25])=[CH:24][C:19]=4[N:18]=[CH:17]3)[CH:13]=[N:12][CH:11]=2)[CH3:8])[CH:6]=[CH:5][CH:4]=[CH:3][CH:2]=1.[C:26](Cl)(=[O:33])[C:27]1[CH:32]=[CH:31][CH:30]=[CH:29][CH:28]=1. No catalyst specified. The yield is 0.530. The product is [C:1]1([C@@H:7]([NH:9][C:10]2[N:15]=[C:14]([N:16]3[C:20]4[CH:21]=[CH:22][C:23]([NH:25][C:26](=[O:33])[C:27]5[CH:32]=[CH:31][CH:30]=[CH:29][CH:28]=5)=[CH:24][C:19]=4[N:18]=[CH:17]3)[CH:13]=[N:12][CH:11]=2)[CH3:8])[CH:6]=[CH:5][CH:4]=[CH:3][CH:2]=1. (4) The reactants are [Al+3].[Cl-].[Cl-].[Cl-].[Cl:5][CH2:6][CH2:7][CH2:8][C:9](Cl)=[O:10].[CH3:12][N:13]([CH3:25])[C:14](=[O:24])[C:15]([CH3:23])([C:17]1[CH:22]=[CH:21][CH:20]=[CH:19][CH:18]=1)[CH3:16]. The catalyst is C(Cl)(Cl)(Cl)Cl.C(Cl)Cl. The product is [CH3:25][N:13]([CH3:12])[C:14](=[O:24])[C:15]([C:17]1[CH:18]=[CH:19][C:20]([C:9](=[O:10])[CH2:8][CH2:7][CH2:6][Cl:5])=[CH:21][CH:22]=1)([CH3:23])[CH3:16]. The yield is 0.720. (5) The yield is 0.940. The catalyst is CN(C=O)C.CCOC(C)=O. The product is [CH2:3]([C:6]1([O:21][CH2:29][CH:24]=[CH2:25])[C:18]2[CH:17]=[C:16]([Br:19])[CH:15]=[CH:14][C:13]=2[C:12]2[C:7]1=[CH:8][C:9]([Br:20])=[CH:10][CH:11]=2)[CH:4]=[CH2:5]. The reactants are [H-].[Na+].[CH2:3]([C:6]1([OH:21])[C:18]2[CH:17]=[C:16]([Br:19])[CH:15]=[CH:14][C:13]=2[C:12]2[C:7]1=[CH:8][C:9]([Br:20])=[CH:10][CH:11]=2)[CH:4]=[CH2:5].CO[C:24]1[CH:29]=CC(CCNC(NC2C=CC(Cl)=CC=2)=O)=C[CH:25]=1.C(Br)C=C. (6) The reactants are [F:1][C:2]([F:16])([F:15])[C:3]1[CH:4]=[C:5]([CH:8]=[C:9]([C:11]([F:14])([F:13])[F:12])[CH:10]=1)[C:6]#[N:7].N.[H][H]. The catalyst is [Pd].CO. The product is [F:1][C:2]([F:15])([F:16])[C:3]1[CH:4]=[C:5]([CH:8]=[C:9]([C:11]([F:14])([F:12])[F:13])[CH:10]=1)[CH2:6][NH2:7]. The yield is 0.851. (7) The reactants are [Br:1][C:2]1[C:10]2[N:9]=[C:8]([C:11]([F:14])([F:13])[F:12])[N:7]([CH2:15][C:16]3[CH:21]=[CH:20][CH:19]=[C:18]([Cl:22])[C:17]=3[CH3:23])[C:6]=2[CH:5]=[C:4]([N+:24]([O-])=O)[CH:3]=1.O.O.[Sn](Cl)Cl.Cl. The catalyst is CO. The product is [Br:1][C:2]1[C:10]2[N:9]=[C:8]([C:11]([F:14])([F:13])[F:12])[N:7]([CH2:15][C:16]3[CH:21]=[CH:20][CH:19]=[C:18]([Cl:22])[C:17]=3[CH3:23])[C:6]=2[CH:5]=[C:4]([NH2:24])[CH:3]=1. The yield is 0.760. (8) The reactants are [NH2:1][C:2]1[C:7]([Br:8])=[N:6][C:5]([Br:9])=[CH:4][N:3]=1.[Br:10][CH2:11][C:12](O[C:12](=[O:13])[CH2:11][Br:10])=[O:13]. The catalyst is C(#N)C. The product is [Br:10][CH2:11][C:12]([NH:1][C:2]1[C:7]([Br:8])=[N:6][C:5]([Br:9])=[CH:4][N:3]=1)=[O:13]. The yield is 0.850. (9) The reactants are Cl[C:2]1[C:7]([CH:8]=[O:9])=[C:6]([N:10]2[CH2:22][CH2:21][N:13]3[C:14]4[CH2:15][CH2:16][CH2:17][CH2:18][C:19]=4[CH:20]=[C:12]3[C:11]2=[O:23])[N:5]=[CH:4][CH:3]=1.[CH3:24][N:25]1[CH:30]=[C:29](B2OC(C)(C)C(C)(C)O2)[CH:28]=[C:27]([NH:40][C:41]2[CH:46]=[CH:45][C:44]([N:47]3[CH2:52][CH2:51][N:50]([CH:53]4[CH2:56][O:55][CH2:54]4)[CH2:49][C@H:48]3[CH3:57])=[CH:43][N:42]=2)[C:26]1=[O:58].[O-]P([O-])([O-])=O.[K+].[K+].[K+].C([O-])(=O)C.[Na+]. The catalyst is C1C=CC(P(C2C=CC=CC=2)[C-]2C=CC=C2)=CC=1.C1C=CC(P(C2C=CC=CC=2)[C-]2C=CC=C2)=CC=1.Cl[Pd]Cl.[Fe+2].O.C(#N)C. The product is [CH3:24][N:25]1[C:26](=[O:58])[C:27]([NH:40][C:41]2[CH:46]=[CH:45][C:44]([N:47]3[CH2:52][CH2:51][N:50]([CH:53]4[CH2:54][O:55][CH2:56]4)[CH2:49][C@H:48]3[CH3:57])=[CH:43][N:42]=2)=[CH:28][C:29]([C:2]2[C:7]([CH:8]=[O:9])=[C:6]([N:10]3[CH:22]=[CH:21][N:13]4[C:14]5[CH2:15][CH2:16][CH2:17][CH2:18][C:19]=5[CH:20]=[C:12]4[C:11]3=[O:23])[N:5]=[CH:4][CH:3]=2)=[CH:30]1. The yield is 0.300. (10) The reactants are [F:1][C:2]1([F:21])[CH2:5][N:4]([C:6]2[N:7]=[CH:8][C:9]([C:17]([O:19]C)=[O:18])=[N:10][C:11]=2[O:12][CH2:13][CH:14]([F:16])[F:15])[CH2:3]1.O.[OH-].[Li+]. The catalyst is O1CCCC1.O. The product is [F:21][C:2]1([F:1])[CH2:5][N:4]([C:6]2[N:7]=[CH:8][C:9]([C:17]([OH:19])=[O:18])=[N:10][C:11]=2[O:12][CH2:13][CH:14]([F:15])[F:16])[CH2:3]1. The yield is 0.930.